This data is from Full USPTO retrosynthesis dataset with 1.9M reactions from patents (1976-2016). The task is: Predict the reactants needed to synthesize the given product. (1) Given the product [OH:30][CH2:29][C:28]1[CH:31]=[CH:32][CH:33]=[CH:34][C:27]=1[N:3]1[C:2](=[O:1])[C:6]2=[CH:7][N:8]([CH2:15][C:16]3[CH:21]=[CH:20][C:19]([N:22]4[CH:26]=[CH:25][CH:24]=[N:23]4)=[CH:18][CH:17]=3)[C:9]3[CH:10]=[CH:11][CH:12]=[CH:13][C:14]=3[C:5]2=[N:4]1, predict the reactants needed to synthesize it. The reactants are: [O:1]=[C:2]1[C:6]2=[CH:7][N:8]([CH2:15][C:16]3[CH:21]=[CH:20][C:19]([N:22]4[CH:26]=[CH:25][CH:24]=[N:23]4)=[CH:18][CH:17]=3)[C:9]3[CH:10]=[CH:11][CH:12]=[CH:13][C:14]=3[C:5]2=[N:4][N:3]1[C:27]1[CH:34]=[CH:33][CH:32]=[CH:31][C:28]=1[CH:29]=[O:30].C([BH3-])#N.[Na+].[BH4-].[Na+].ClC1C(=O)C(C#N)=C(C#N)C(=O)C=1Cl.C(=O)(O)[O-].[Na+]. (2) Given the product [CH3:6][CH2:5][O:7][C:8]([C@@H:10]([NH:19][C@H:20]([C:22]([N:30]1[C@H:31]([C:39]([OH:41])=[O:40])[CH2:32][C@@H:33]2[C@@H:38]1[CH2:37][CH2:36][CH2:35][CH2:34]2)=[O:23])[CH3:21])[CH2:11][CH2:12][C:13]1[CH:18]=[CH:17][CH:16]=[CH:15][CH:14]=1)=[O:9], predict the reactants needed to synthesize it. The reactants are: C(Cl)Cl.Cl.[CH2:5]([O:7][C:8]([C@@H:10]([NH:19][C@H:20]([C:22](Cl)=[O:23])[CH3:21])[CH2:11][CH2:12][C:13]1[CH:18]=[CH:17][CH:16]=[CH:15][CH:14]=1)=[O:9])[CH3:6].N1C=CN=C1.[NH:30]1[C@@H:38]2[C@H:33]([CH2:34][CH2:35][CH2:36][CH2:37]2)[CH2:32][C@H:31]1[C:39]([OH:41])=[O:40]. (3) Given the product [Br:22][C:19]1[CH:20]=[CH:21][C:16]([C:14](=[O:15])[CH2:13][N:5]([CH2:4][C:3]2[CH:7]=[CH:8][C:9]([Cl:11])=[CH:10][C:2]=2[Cl:1])[CH3:6])=[CH:17][CH:18]=1, predict the reactants needed to synthesize it. The reactants are: [Cl:1][C:2]1[CH:10]=[C:9]([Cl:11])[CH:8]=[CH:7][C:3]=1[CH2:4][NH:5][CH3:6].Br[CH2:13][C:14]([C:16]1[CH:21]=[CH:20][C:19]([Br:22])=[CH:18][CH:17]=1)=[O:15].